This data is from Reaction yield outcomes from USPTO patents with 853,638 reactions. The task is: Predict the reaction yield, written as a fraction of the theoretical maximum amount of product (1.0 means a 100% yield; for example, 0.34 means a 34% yield). (1) The reactants are COC([CH:5]1[N:10]([C:11]2[CH:16]=[CH:15][C:14]([C:17]([F:20])([F:19])[F:18])=[CH:13][N:12]=2)[CH2:9][CH2:8][N:7](C(OC(C)(C)C)=O)[CH2:6]1)=O.[C:28]([OH:34])(C(F)(F)F)=[O:29].[CH2:35](Cl)Cl. The catalyst is C(Cl)Cl. The product is [CH3:35][O:34][C:28]([C@H:6]1[CH2:5][N:10]([C:11]2[CH:16]=[CH:15][C:14]([C:17]([F:18])([F:19])[F:20])=[CH:13][N:12]=2)[CH2:9][CH2:8][NH:7]1)=[O:29]. The yield is 0.940. (2) The reactants are Cl.[Cl:2][C:3]1[CH:8]=[CH:7][CH:6]=[C:5]([Cl:9])[C:4]=1[NH:10][NH2:11].[OH-].[Na+].C(O[CH:17]=[C:18]([C:21]#[N:22])[C:19]#[N:20])C. The catalyst is CCOC(C)=O. The product is [NH2:22][C:21]1[N:10]([C:4]2[C:3]([Cl:2])=[CH:8][CH:7]=[CH:6][C:5]=2[Cl:9])[N:11]=[CH:17][C:18]=1[C:19]#[N:20]. The yield is 0.940. (3) The reactants are [CH2:1]([O:3][C:4]1[CH:13]=[CH:12][C:11]2[C:6](=[CH:7][CH:8]=[CH:9][CH:10]=2)[C:5]=1[C:14](=[O:20])[CH2:15][O:16]C(=O)C)[CH3:2]. The catalyst is Cl. The product is [CH2:1]([O:3][C:4]1[CH:13]=[CH:12][C:11]2[C:6](=[CH:7][CH:8]=[CH:9][CH:10]=2)[C:5]=1[C:14](=[O:20])[CH2:15][OH:16])[CH3:2]. The yield is 0.710. (4) The reactants are [CH:1]([N:4]1[C:8]([C:9]2[N:10]=[C:11]3[C:17]4[CH:18]=[CH:19][C:20]([C:22]5[CH:23]=[N:24][N:25]([C:27]([CH3:32])([CH3:31])[C:28](O)=[O:29])[CH:26]=5)=[CH:21][C:16]=4[O:15][CH2:14][CH2:13][N:12]3[CH:33]=2)=[N:7][C:6]([CH3:34])=[N:5]1)([CH3:3])[CH3:2].[NH4+].[Cl-].CC[N:39](C(C)C)C(C)C.F[P-](F)(F)(F)(F)F.C[N+](C)=C(N(C)C)ON1C2N=CC=CC=2N=N1.C(=O)(O)[O-].[Na+]. The catalyst is CN(C=O)C. The product is [CH:1]([N:4]1[C:8]([C:9]2[N:10]=[C:11]3[C:17]4[CH:18]=[CH:19][C:20]([C:22]5[CH:23]=[N:24][N:25]([C:27]([CH3:32])([CH3:31])[C:28]([NH2:39])=[O:29])[CH:26]=5)=[CH:21][C:16]=4[O:15][CH2:14][CH2:13][N:12]3[CH:33]=2)=[N:7][C:6]([CH3:34])=[N:5]1)([CH3:2])[CH3:3]. The yield is 0.820. (5) The reactants are [NH2:1][C:2]1[C:3]([C:9]([NH2:11])=[O:10])=[N:4][C:5]([Cl:8])=[CH:6][CH:7]=1.[CH:12](OCC)(OCC)OCC. No catalyst specified. The product is [Cl:8][C:5]1[CH:6]=[CH:7][C:2]2[NH:1][CH:12]=[N:11][C:9](=[O:10])[C:3]=2[N:4]=1. The yield is 0.820. (6) The reactants are [Cl:1][C:2]1[CH:10]=[CH:9][C:5]([C:6]([OH:8])=O)=[C:4]([N+:11]([O-:13])=[O:12])[CH:3]=1.C(Cl)(=O)C(Cl)=O.N1C=CC=CC=1.[NH2:26][C:27]1[CH:32]=[CH:31][C:30]([Cl:33])=[CH:29][N:28]=1. The catalyst is ClCCl.CN(C=O)C. The product is [Cl:1][C:2]1[CH:10]=[CH:9][C:5]([C:6]([NH:26][C:27]2[CH:32]=[CH:31][C:30]([Cl:33])=[CH:29][N:28]=2)=[O:8])=[C:4]([N+:11]([O-:13])=[O:12])[CH:3]=1. The yield is 0.740. (7) The reactants are Br[C:2]1[C:7](=[O:8])[N:6]([CH2:9][C:10]2[CH:15]=[CH:14][C:13]([C:16]3[C:17]([C:22]#[N:23])=[CH:18][CH:19]=[CH:20][CH:21]=3)=[CH:12][CH:11]=2)[C:5]([CH2:24][CH2:25][CH2:26][CH3:27])=[N:4][C:3]=1[CH:28]1[CH2:30][CH2:29]1.[CH3:31][CH:32]1[CH2:36][C:35]2[CH:37]=[C:38](B(O)O)[CH:39]=[CH:40][C:34]=2[O:33]1.C(=O)([O-])[O-].[Cs+].[Cs+]. The catalyst is O1CCOCC1.C(OCC)(=O)C.C1C=CC(P(C2C=CC=CC=2)[C-]2C=CC=C2)=CC=1.C1C=CC(P(C2C=CC=CC=2)[C-]2C=CC=C2)=CC=1.Cl[Pd]Cl.[Fe+2]. The product is [CH2:24]([C:5]1[N:6]([CH2:9][C:10]2[CH:11]=[CH:12][C:13]([C:16]3[C:17]([C:22]#[N:23])=[CH:18][CH:19]=[CH:20][CH:21]=3)=[CH:14][CH:15]=2)[C:7](=[O:8])[C:2]([C:38]2[CH:39]=[CH:40][C:34]3[O:33][CH:32]([CH3:31])[CH2:36][C:35]=3[CH:37]=2)=[C:3]([CH:28]2[CH2:29][CH2:30]2)[N:4]=1)[CH2:25][CH2:26][CH3:27]. The yield is 0.840.